Dataset: Catalyst prediction with 721,799 reactions and 888 catalyst types from USPTO. Task: Predict which catalyst facilitates the given reaction. (1) Reactant: [Br:1][C:2]1[CH:3]=[C:4]([OH:8])[CH:5]=[N:6][CH:7]=1.C(=O)([O-])[O-].[Na+].[Na+].[I:15]I.Cl. Product: [Br:1][C:2]1[CH:3]=[C:4]([OH:8])[C:5]([I:15])=[N:6][CH:7]=1. The catalyst class is: 6. (2) Reactant: [C:1]([C:3]1[CH:4]=[C:5]([CH:21]([CH3:23])[CH3:22])[C:6]2[O:10][C:9]([C:11]3[CH:19]=[CH:18][C:14]([C:15](O)=[O:16])=[CH:13][CH:12]=3)=[N:8][C:7]=2[CH:20]=1)#[N:2].[C:24]([O:28][C:29]([N:31]1[CH2:36][CH2:35][CH:34]([CH:37]([NH2:42])[C:38]([O:40][CH3:41])=[O:39])[CH2:33][CH2:32]1)=[O:30])([CH3:27])([CH3:26])[CH3:25].F[P-](F)(F)(F)(F)F.Br[P+](N1CCCC1)(N1CCCC1)N1CCCC1.C(N(CC)C(C)C)(C)C. Product: [C:24]([O:28][C:29]([N:31]1[CH2:36][CH2:35][CH:34]([CH:37]([NH:42][C:15](=[O:16])[C:14]2[CH:13]=[CH:12][C:11]([C:9]3[O:10][C:6]4[C:5]([CH:21]([CH3:23])[CH3:22])=[CH:4][C:3]([C:1]#[N:2])=[CH:20][C:7]=4[N:8]=3)=[CH:19][CH:18]=2)[C:38]([O:40][CH3:41])=[O:39])[CH2:33][CH2:32]1)=[O:30])([CH3:27])([CH3:26])[CH3:25]. The catalyst class is: 9. (3) Reactant: [NH2:1][CH2:2][C:3]1[C:4]([F:23])=[CH:5][C:6]([Cl:22])=[C:7]([N:9]2[C:13](=[O:14])[NH:12][C:11]([C:15]3[CH:20]=[CH:19][C:18]([I:21])=[CH:17][CH:16]=3)=[N:10]2)[CH:8]=1.[C:24](Cl)(=[O:29])[C:25]([CH3:28])([CH3:27])[CH3:26].CCN(C(C)C)C(C)C. Product: [Cl:22][C:6]1[C:7]([N:9]2[C:13](=[O:14])[NH:12][C:11]([C:15]3[CH:16]=[CH:17][C:18]([I:21])=[CH:19][CH:20]=3)=[N:10]2)=[CH:8][C:3]([CH2:2][NH:1][C:24](=[O:29])[C:25]([CH3:28])([CH3:27])[CH3:26])=[C:4]([F:23])[CH:5]=1. The catalyst class is: 1. (4) Reactant: [NH2:1][C:2]1[CH:10]=[C:9]([O:11][CH3:12])[CH:8]=[CH:7][C:3]=1[C:4](O)=[O:5].Cl.C([N:16]=C=NCCCN(C)C)C.OC1C2N=NNC=2C=CC=1.CN1CCOCC1.[NH4+].[OH-]. Product: [NH2:1][C:2]1[CH:10]=[C:9]([O:11][CH3:12])[CH:8]=[CH:7][C:3]=1[C:4]([NH2:16])=[O:5]. The catalyst class is: 1. (5) Product: [CH3:8][N:9]([CH3:41])[CH2:10][CH2:11][O:12][C:13]1[CH:14]=[CH:15][C:16]([C:19]2[C:27]3[C:22](=[CH:23][C:24]([C:28]4[CH:29]=[C:30]([NH:34][C:1](=[O:3])[CH3:2])[CH:31]=[CH:32][CH:33]=4)=[CH:25][CH:26]=3)[N:21]([C:35]3[CH:36]=[CH:37][N:38]=[CH:39][CH:40]=3)[CH:20]=2)=[CH:17][CH:18]=1. The catalyst class is: 17. Reactant: [C:1](OC(=O)C)(=[O:3])[CH3:2].[CH3:8][N:9]([CH3:41])[CH2:10][CH2:11][O:12][C:13]1[CH:18]=[CH:17][C:16]([C:19]2[C:27]3[C:22](=[CH:23][C:24]([C:28]4[CH:29]=[C:30]([NH2:34])[CH:31]=[CH:32][CH:33]=4)=[CH:25][CH:26]=3)[N:21]([C:35]3[CH:40]=[CH:39][N:38]=[CH:37][CH:36]=3)[CH:20]=2)=[CH:15][CH:14]=1.C(=O)(O)[O-].[Na+]. (6) Product: [Cl:1][C:2]1[CH:27]=[C:26]([Cl:28])[CH:25]=[CH:24][C:3]=1[CH2:4][NH:5][C:6]1[C:7]2[S:23][CH:22]=[CH:21][C:8]=2[N:9]=[C:10]([C:12]2[CH:17]=[CH:16][C:15]([CH2:18][CH2:19][O:20][S:30]([CH3:29])(=[O:32])=[O:31])=[CH:14][CH:13]=2)[N:11]=1. The catalyst class is: 1. Reactant: [Cl:1][C:2]1[CH:27]=[C:26]([Cl:28])[CH:25]=[CH:24][C:3]=1[CH2:4][NH:5][C:6]1[C:7]2[S:23][CH:22]=[CH:21][C:8]=2[N:9]=[C:10]([C:12]2[CH:17]=[CH:16][C:15]([CH2:18][CH2:19][OH:20])=[CH:14][CH:13]=2)[N:11]=1.[CH3:29][S:30](Cl)(=[O:32])=[O:31].C(N(CC)CC)C.C(OCC)(=O)C. (7) Reactant: [C:1](=O)([O-])[O-].[K+].[K+].CI.[OH:9][C:10]1[C:19]2[C:14](=[C:15]([CH3:24])[C:16]([O:20][CH2:21][O:22][CH3:23])=[CH:17][CH:18]=2)[O:13][C:12](=[S:25])[C:11]=1[CH3:26].O. Product: [CH3:23][O:22][CH2:21][O:20][C:16]1[C:15]([CH3:24])=[C:14]2[C:19]([C:10](=[O:9])[C:11]([CH3:26])=[C:12]([S:25][CH3:1])[O:13]2)=[CH:18][CH:17]=1. The catalyst class is: 21. (8) Reactant: [CH3:1][O:2][C:3]1[CH:8]=[CH:7][N:6]2[C:9]([C:13]([OH:15])=O)=[C:10]([CH3:12])[N:11]=[C:5]2[CH:4]=1.C[CH2:17][N:18]=C=NCCCN(C)C.C1C=CC2N(O)N=NC=2C=1.CN1CCOCC1.CN. Product: [CH3:1][O:2][C:3]1[CH:8]=[CH:7][N:6]2[C:9]([C:13]([NH:18][CH3:17])=[O:15])=[C:10]([CH3:12])[N:11]=[C:5]2[CH:4]=1. The catalyst class is: 239. (9) Reactant: [CH3:1][C:2]1[C:11]2[C:6](=[CH:7][C:8]([C:12]3[O:13][C:14]4[CH:26]=[CH:25][CH:24]=[CH:23][C:15]=4[C:16]=3[C:17](=[O:22])[CH2:18][CH2:19][CH2:20][CH3:21])=[CH:9][CH:10]=2)[CH:5]=[CH:4][C:3]=1[O:27][CH2:28][C:29]#[N:30].[BH4-].[Na+]. Product: [OH:22][CH:17]([C:16]1[C:15]2[CH:23]=[CH:24][CH:25]=[CH:26][C:14]=2[O:13][C:12]=1[C:8]1[CH:7]=[C:6]2[C:11](=[CH:10][CH:9]=1)[C:2]([CH3:1])=[C:3]([O:27][CH2:28][C:29]#[N:30])[CH:4]=[CH:5]2)[CH2:18][CH2:19][CH2:20][CH3:21]. The catalyst class is: 8.